Dataset: NCI-60 drug combinations with 297,098 pairs across 59 cell lines. Task: Regression. Given two drug SMILES strings and cell line genomic features, predict the synergy score measuring deviation from expected non-interaction effect. (1) Drug 1: CCC(=C(C1=CC=CC=C1)C2=CC=C(C=C2)OCCN(C)C)C3=CC=CC=C3.C(C(=O)O)C(CC(=O)O)(C(=O)O)O. Drug 2: CCC1(C2=C(COC1=O)C(=O)N3CC4=CC5=C(C=CC(=C5CN(C)C)O)N=C4C3=C2)O.Cl. Cell line: HOP-62. Synergy scores: CSS=49.6, Synergy_ZIP=0.00883, Synergy_Bliss=-2.50, Synergy_Loewe=-52.4, Synergy_HSA=-3.05. (2) Drug 1: CC1C(C(CC(O1)OC2CC(CC3=C2C(=C4C(=C3O)C(=O)C5=CC=CC=C5C4=O)O)(C(=O)C)O)N)O. Drug 2: CC1C(C(CC(O1)OC2CC(CC3=C2C(=C4C(=C3O)C(=O)C5=C(C4=O)C(=CC=C5)OC)O)(C(=O)CO)O)N)O.Cl. Cell line: SF-268. Synergy scores: CSS=51.1, Synergy_ZIP=-2.44, Synergy_Bliss=-3.57, Synergy_Loewe=-1.52, Synergy_HSA=0.382. (3) Drug 1: C(=O)(N)NO. Drug 2: CN1C2=C(C=C(C=C2)N(CCCl)CCCl)N=C1CCCC(=O)O.Cl. Cell line: BT-549. Synergy scores: CSS=3.54, Synergy_ZIP=-0.781, Synergy_Bliss=3.27, Synergy_Loewe=-0.155, Synergy_HSA=1.21. (4) Drug 1: C1=C(C(=O)NC(=O)N1)F. Drug 2: C1=NNC2=C1C(=O)NC=N2. Cell line: SNB-75. Synergy scores: CSS=31.7, Synergy_ZIP=3.51, Synergy_Bliss=5.48, Synergy_Loewe=0.809, Synergy_HSA=7.11. (5) Drug 1: C1CCC(CC1)NC(=O)N(CCCl)N=O. Drug 2: CN(CC1=CN=C2C(=N1)C(=NC(=N2)N)N)C3=CC=C(C=C3)C(=O)NC(CCC(=O)O)C(=O)O. Cell line: NCI/ADR-RES. Synergy scores: CSS=24.6, Synergy_ZIP=-6.66, Synergy_Bliss=-2.37, Synergy_Loewe=-10.1, Synergy_HSA=-2.57.